Dataset: NCI-60 drug combinations with 297,098 pairs across 59 cell lines. Task: Regression. Given two drug SMILES strings and cell line genomic features, predict the synergy score measuring deviation from expected non-interaction effect. (1) Drug 1: CC1=C2C(C(=O)C3(C(CC4C(C3C(C(C2(C)C)(CC1OC(=O)C(C(C5=CC=CC=C5)NC(=O)OC(C)(C)C)O)O)OC(=O)C6=CC=CC=C6)(CO4)OC(=O)C)OC)C)OC. Drug 2: CC1CCC2CC(C(=CC=CC=CC(CC(C(=O)C(C(C(=CC(C(=O)CC(OC(=O)C3CCCCN3C(=O)C(=O)C1(O2)O)C(C)CC4CCC(C(C4)OC)OCCO)C)C)O)OC)C)C)C)OC. Cell line: OVCAR-8. Synergy scores: CSS=55.9, Synergy_ZIP=-3.12, Synergy_Bliss=-2.18, Synergy_Loewe=0.539, Synergy_HSA=3.46. (2) Drug 1: CC1OCC2C(O1)C(C(C(O2)OC3C4COC(=O)C4C(C5=CC6=C(C=C35)OCO6)C7=CC(=C(C(=C7)OC)O)OC)O)O. Drug 2: C1CC(=O)NC(=O)C1N2C(=O)C3=CC=CC=C3C2=O. Cell line: SW-620. Synergy scores: CSS=39.0, Synergy_ZIP=2.32, Synergy_Bliss=1.95, Synergy_Loewe=-18.8, Synergy_HSA=2.43. (3) Drug 1: CC1C(C(CC(O1)OC2CC(CC3=C2C(=C4C(=C3O)C(=O)C5=C(C4=O)C(=CC=C5)OC)O)(C(=O)C)O)N)O.Cl. Drug 2: C1=CN(C(=O)N=C1N)C2C(C(C(O2)CO)O)O.Cl. Cell line: TK-10. Synergy scores: CSS=28.5, Synergy_ZIP=-9.99, Synergy_Bliss=-0.731, Synergy_Loewe=0.784, Synergy_HSA=1.69. (4) Drug 1: CN(C)C1=NC(=NC(=N1)N(C)C)N(C)C. Drug 2: CC1=C(N=C(N=C1N)C(CC(=O)N)NCC(C(=O)N)N)C(=O)NC(C(C2=CN=CN2)OC3C(C(C(C(O3)CO)O)O)OC4C(C(C(C(O4)CO)O)OC(=O)N)O)C(=O)NC(C)C(C(C)C(=O)NC(C(C)O)C(=O)NCCC5=NC(=CS5)C6=NC(=CS6)C(=O)NCCC[S+](C)C)O. Cell line: DU-145. Synergy scores: CSS=2.84, Synergy_ZIP=-1.34, Synergy_Bliss=0.255, Synergy_Loewe=-9.77, Synergy_HSA=-1.58.